Predict the reactants needed to synthesize the given product. From a dataset of Full USPTO retrosynthesis dataset with 1.9M reactions from patents (1976-2016). (1) Given the product [C:43]([O:47][C:48](=[O:54])[CH2:49][N:50]1[C:63](=[O:62])[C:64]2[CH:65]=[CH:66][N:67]=[CH:68][C:69]=2[NH:53][C:51]1=[O:52])([CH3:46])([CH3:44])[CH3:45], predict the reactants needed to synthesize it. The reactants are: CC1(C)C2C(=C(P(C3C=CC=CC=3)C3C=CC=CC=3)C=CC=2)OC2C(P(C3C=CC=CC=3)C3C=CC=CC=3)=CC=CC1=2.[C:43]([O:47][C:48](=[O:54])[CH2:49][NH:50][C:51]([NH2:53])=[O:52])([CH3:46])([CH3:45])[CH3:44].C([O-])([O-])=O.[Cs+].[Cs+].C[O:62][C:63](=O)[C:64]1[CH:69]=[CH:68][N:67]=[CH:66][C:65]=1Br. (2) Given the product [NH2:30][C:27]1[CH:26]=[CH:25][C:24]([O:23][C:20]2[CH:21]=[C:22]3[C:17](=[CH:18][CH:19]=2)[N:16]([CH:33]2[CH2:38][CH2:37][CH2:36][CH2:35][O:34]2)[N:15]=[C:14]3[CH2:13][N:12]([CH3:39])[CH2:11][CH2:10][N:2]([CH3:1])[C:3](=[O:9])[O:4][C:5]([CH3:7])([CH3:8])[CH3:6])=[CH:29][CH:28]=1, predict the reactants needed to synthesize it. The reactants are: [CH3:1][N:2]([CH2:10][CH2:11][N:12]([CH3:39])[CH2:13][C:14]1[C:22]2[C:17](=[CH:18][CH:19]=[C:20]([O:23][C:24]3[CH:29]=[CH:28][C:27]([N+:30]([O-])=O)=[CH:26][CH:25]=3)[CH:21]=2)[N:16]([CH:33]2[CH2:38][CH2:37][CH2:36][CH2:35][O:34]2)[N:15]=1)[C:3](=[O:9])[O:4][C:5]([CH3:8])([CH3:7])[CH3:6]. (3) Given the product [CH3:9][O:10][C:2]1[C:7]([O:18][CH3:17])=[N:6][C:5]([CH2:23][NH2:24])=[CH:4][N:3]=1, predict the reactants needed to synthesize it. The reactants are: Cl[C:2]1[C:7](Cl)=[N:6][CH:5]=[CH:4][N:3]=1.[CH3:9][O-:10].[Na+].C1[C:17](=[O:18])N(Br)C(=O)C1.[Cu]([C:23]#[N:24])C#N.Cl.